Dataset: Full USPTO retrosynthesis dataset with 1.9M reactions from patents (1976-2016). Task: Predict the reactants needed to synthesize the given product. (1) Given the product [CH:1]([S:4]([C:7]1[CH:8]=[C:9]2[C:13](=[C:14]([O:16][CH2:17][CH2:18][C:19]3[CH:24]=[CH:23][CH:22]=[CH:21][N:20]=3)[CH:15]=1)[N:12]([CH2:25][O:26][CH3:27])[N:11]=[C:10]2[NH2:28])(=[O:6])=[O:5])([CH3:2])[CH3:3], predict the reactants needed to synthesize it. The reactants are: [CH:1]([S:4]([C:7]1[CH:8]=[C:9]2[C:13](=[C:14]([O:16][CH2:17][CH2:18][C:19]3[CH:24]=[CH:23][CH:22]=[CH:21][N:20]=3)[CH:15]=1)[N:12]([CH2:25][O:26][CH3:27])[N:11]=[C:10]2[N:28]1C(=O)C2C(=CC=CC=2)C1=O)(=[O:6])=[O:5])([CH3:3])[CH3:2].O.NN. (2) Given the product [OH:30][NH:32][C:26]([C:24]1[CH:23]=[CH:22][C:7]2[CH2:8][N:9]([C:11]([NH:12][C:13]3[CH:18]=[CH:17][C:16]([O:19][CH3:20])=[CH:15][CH:14]=3)=[O:21])[CH2:10][C@H:4]([CH2:3][O:2][CH3:1])[O:5][C:6]=2[CH:25]=1)=[O:27], predict the reactants needed to synthesize it. The reactants are: [CH3:1][O:2][CH2:3][C@H:4]1[CH2:10][N:9]([C:11](=[O:21])[NH:12][C:13]2[CH:18]=[CH:17][C:16]([O:19][CH3:20])=[CH:15][CH:14]=2)[CH2:8][C:7]2[CH:22]=[CH:23][C:24]([C:26](OC)=[O:27])=[CH:25][C:6]=2[O:5]1.[OH-:30].[Na+].[NH2:32]O. (3) Given the product [C:1]([O:5][C:6](=[O:20])[NH:7][CH2:8][CH2:9][N:10]1[C:14]2[CH:15]=[CH:16][CH:17]=[CH:18][C:13]=2[N:12]([CH3:24])[C:11]1=[O:19])([CH3:4])([CH3:2])[CH3:3], predict the reactants needed to synthesize it. The reactants are: [C:1]([O:5][C:6](=[O:20])[NH:7][CH2:8][CH2:9][N:10]1[C:14]2[CH:15]=[CH:16][CH:17]=[CH:18][C:13]=2[NH:12][C:11]1=[O:19])([CH3:4])([CH3:3])[CH3:2].[H-].[Na+].I[CH3:24]. (4) Given the product [Br:3][C:4]1[CH:5]=[C:6]([C:10]([CH3:11])([CH3:14])[C:18]#[N:16])[CH:7]=[CH:8][CH:9]=1, predict the reactants needed to synthesize it. The reactants are: [H-].[Na+].[Br:3][C:4]1[CH:5]=[C:6]([CH2:10][C:11]#N)[CH:7]=[CH:8][CH:9]=1.I[CH3:14].C[N:16]([CH:18]=O)C. (5) The reactants are: [CH3:1][S:2]([C:5]1[CH:10]=[CH:9][C:8]([C:11]2[C:12]3[N:13]([N:17]=[C:18]([NH:20][C:21]4[CH:26]=[CH:25][CH:24]=[C:23]([CH:27]5[CH2:32][CH2:31][NH:30][CH2:29][CH2:28]5)[CH:22]=4)[N:19]=3)[CH:14]=[CH:15][CH:16]=2)=[CH:7][CH:6]=1)(=[O:4])=[O:3].Cl[CH2:34][CH2:35][S:36]([CH3:39])(=[O:38])=[O:37]. Given the product [CH3:39][S:36]([CH2:35][CH2:34][N:30]1[CH2:31][CH2:32][CH:27]([C:23]2[CH:22]=[C:21]([NH:20][C:18]3[N:19]=[C:12]4[C:11]([C:8]5[CH:9]=[CH:10][C:5]([S:2]([CH3:1])(=[O:3])=[O:4])=[CH:6][CH:7]=5)=[CH:16][CH:15]=[CH:14][N:13]4[N:17]=3)[CH:26]=[CH:25][CH:24]=2)[CH2:28][CH2:29]1)(=[O:38])=[O:37], predict the reactants needed to synthesize it. (6) The reactants are: FC1C=C2C(C(I)=CN2S(C2C=CC=CC=2)(=O)=O)=CC=1.[F:21][C:22]1[CH:30]=[C:29]2[C:25]([C:26]([C:40]3[CH:41]=[N:42][N:43]([CH:45]4[CH2:50][CH2:49][N:48]([S:51]([C:54]([F:57])([F:56])[F:55])(=[O:53])=[O:52])[CH2:47][CH2:46]4)[CH:44]=3)=[CH:27][N:28]2S(C2C=CC=CC=2)(=O)=O)=[CH:24][CH:23]=1. Given the product [F:21][C:22]1[CH:30]=[C:29]2[C:25]([C:26]([C:40]3[CH:41]=[N:42][N:43]([CH:45]4[CH2:46][CH2:47][N:48]([S:51]([C:54]([F:55])([F:57])[F:56])(=[O:52])=[O:53])[CH2:49][CH2:50]4)[CH:44]=3)=[CH:27][NH:28]2)=[CH:24][CH:23]=1, predict the reactants needed to synthesize it. (7) The reactants are: B(Br)(Br)Br.C([O:12][C:13]1[CH:14]=[C:15]([C:20]2[N:25]=[C:24]([C:26]([O:28][CH3:29])=[O:27])[CH:23]=[CH:22][C:21]=2[C:30]2[CH:35]=[CH:34][CH:33]=[CH:32][C:31]=2[CH3:36])[CH:16]=[CH:17][C:18]=1[Cl:19])C1C=CC=CC=1.CO.S(Cl)(Cl)=O.C([O-])(O)=O.[Na+]. Given the product [Cl:19][C:18]1[CH:17]=[CH:16][C:15]([C:20]2[N:25]=[C:24]([C:26]([O:28][CH3:29])=[O:27])[CH:23]=[CH:22][C:21]=2[C:30]2[CH:35]=[CH:34][CH:33]=[CH:32][C:31]=2[CH3:36])=[CH:14][C:13]=1[OH:12], predict the reactants needed to synthesize it.